This data is from Retrosynthesis with 50K atom-mapped reactions and 10 reaction types from USPTO. The task is: Predict the reactants needed to synthesize the given product. (1) The reactants are: CCCN(C)C(=O)c1cc(C(=O)OCc2ccccc2)cc(-c2ccncc2)c1. Given the product CCCN(C)C(=O)c1cc(C(=O)O)cc(-c2ccncc2)c1, predict the reactants needed to synthesize it. (2) Given the product O=C(O)c1ccc(-c2ncccn2)s1, predict the reactants needed to synthesize it. The reactants are: Brc1ncccn1.O=C(O)c1ccc(B(O)O)s1. (3) Given the product COC(=O)[C@H](CCSC)NC(=O)c1cc(OC(Cn2cnc(C)c2)c2nccs2)ccc1CCc1ccc(F)cc1, predict the reactants needed to synthesize it. The reactants are: COC(=O)[C@@H](N)CCSC.Cc1cn(CC(Oc2ccc(CCc3ccc(F)cc3)c(C(=O)O)c2)c2nccs2)cn1. (4) Given the product CS(=O)(=O)OC1CCN(Cc2ccccc2)C1, predict the reactants needed to synthesize it. The reactants are: CS(=O)(=O)Cl.OC1CCN(Cc2ccccc2)C1. (5) Given the product CCOC(=O)c1cc(S(=O)(=O)c2ccc(CCN(C[C@H](O)c3cccc(Cl)c3)C(=O)OC(C)(C)C)cc2)ccc1NC, predict the reactants needed to synthesize it. The reactants are: CCOC(=O)c1cc(S(=O)(=O)c2ccc(CCN(C[C@H](OC3CCCCO3)c3cccc(Cl)c3)C(=O)OC(C)(C)C)cc2)ccc1NC. (6) Given the product O=C(O)C[C@H]1CC[C@H](c2ccc(C(=O)Nc3nnc(CS(=O)Cc4ccccc4)s3)cc2)CC1, predict the reactants needed to synthesize it. The reactants are: CC(C)(C)OC(=O)C[C@H]1CC[C@H](c2ccc(C(=O)Nc3nnc(CS(=O)Cc4ccccc4)s3)cc2)CC1.